Dataset: Catalyst prediction with 721,799 reactions and 888 catalyst types from USPTO. Task: Predict which catalyst facilitates the given reaction. (1) Reactant: [C:1]([Si:5]([O:18][C@H:19]1[CH2:24][CH2:23][C@@:22]([C@H:26]2[CH2:34][CH2:33][C@@:32]3([CH3:35])[C@@H:28]([CH2:29][CH2:30][C:31]3=[CH2:36])[C@@H:27]2[CH2:37][O:38][Si](C(C)(C)C)(C)C)([CH3:25])[C@@H:21]([CH2:46][O:47][Si](C(C)(C)C)(C)C)[CH2:20]1)([C:12]1[CH:17]=[CH:16][CH:15]=[CH:14][CH:13]=1)[C:6]1[CH:11]=[CH:10][CH:9]=[CH:8][CH:7]=1)([CH3:4])([CH3:3])[CH3:2].O.C1COCC1.CC(C)=O. Product: [Si:5]([O:18][C@@H:19]1[CH2:20][C@H:21]([CH2:46][OH:47])[C@:22]([C@H:26]2[CH2:34][CH2:33][C@@:32]3([CH3:35])[C@@H:28]([CH2:29][CH2:30][C:31]3=[CH2:36])[C@@H:27]2[CH2:37][OH:38])([CH3:25])[CH2:23][CH2:24]1)([C:1]([CH3:4])([CH3:3])[CH3:2])([C:12]1[CH:17]=[CH:16][CH:15]=[CH:14][CH:13]=1)[C:6]1[CH:7]=[CH:8][CH:9]=[CH:10][CH:11]=1. The catalyst class is: 15. (2) Reactant: CO[C:3]([C:5]1[N:6]=[C:7]([C:23]#[N:24])[C:8]2[C:13]([C:14]=1[OH:15])=[CH:12][CH:11]=[C:10]([S:16][C:17]1[CH:22]=[CH:21][CH:20]=[CH:19][CH:18]=1)[CH:9]=2)=[O:4].[C:25]([O:29][C:30]([C:32]1([CH2:36][NH2:37])[CH2:35][CH2:34][CH2:33]1)=[O:31])([CH3:28])([CH3:27])[CH3:26]. Product: [C:25]([O:29][C:30]([C:32]1([CH2:36][NH:37][C:3]([C:5]2[N:6]=[C:7]([C:23]#[N:24])[C:8]3[C:13]([C:14]=2[OH:15])=[CH:12][CH:11]=[C:10]([S:16][C:17]2[CH:18]=[CH:19][CH:20]=[CH:21][CH:22]=2)[CH:9]=3)=[O:4])[CH2:33][CH2:34][CH2:35]1)=[O:31])([CH3:28])([CH3:27])[CH3:26]. The catalyst class is: 14. (3) Reactant: [CH3:1][O:2][C:3](=[O:18])[CH2:4][CH:5]([NH:9][C:10]([C:12]1[S:13][C:14]([CH3:17])=[CH:15][CH:16]=1)=[O:11])[C:6]([OH:8])=O.[C:19](OC(=O)C)(=O)C. Product: [CH3:1][O:2][C:3](=[O:18])[CH2:4][CH:5]([NH:9][C:10]([C:12]1[S:13][C:14]([CH3:17])=[CH:15][CH:16]=1)=[O:11])[C:6](=[O:8])[CH3:19]. The catalyst class is: 17.